Task: Predict which catalyst facilitates the given reaction.. Dataset: Catalyst prediction with 721,799 reactions and 888 catalyst types from USPTO (1) Reactant: [CH:1]([OH:14])([C:8]1[CH:13]=[CH:12][CH:11]=[CH:10]C=1)C1C=CC=CC=1.[C:15]1(=[O:21])[CH2:20][CH2:19][CH2:18][CH2:17][CH2:16]1.ON1C(=O)C2=CC=CC=C2C1=O.N(C(C)(C)C#N)=NC(C)(C)C#N.O=O.FC(F)(F)C(O)C(F)(F)F.C1(C)C=CC(S(O)(=O)=O)=CC=1. Product: [C:1]1(=[O:14])[O:21][CH2:10][CH2:11][CH2:12][CH2:13][CH2:8]1.[C:15]1(=[O:21])[CH2:20][CH2:19][CH2:18][CH2:17][CH2:16]1. The catalyst class is: 10. (2) Reactant: CCN=C=NCCCN(C)C.[CH3:12][C:13]1[CH2:18][CH2:17][CH2:16][C:15]([CH3:20])([CH3:19])[C:14]=1/[CH:21]=[CH:22]/[C:23](/[CH3:33])=[CH:24]/[CH:25]=[CH:26]/[C:27](/[CH3:32])=[CH:28]/[C:29]([OH:31])=O.[C:34]([O:39][C:40]1[CH:45]=[C:44]([OH:46])[CH:43]=[CH:42][C:41]=1[NH2:47])(=[O:38])[CH2:35][CH2:36][CH3:37]. Product: [C:34]([O:39][C:40]1[CH:45]=[C:44]([OH:46])[CH:43]=[CH:42][C:41]=1[NH:47][C:29](=[O:31])/[CH:28]=[C:27](\[CH3:32])/[CH:26]=[CH:25]/[CH:24]=[C:23](\[CH3:33])/[CH:22]=[CH:21]/[C:14]1[C:15]([CH3:19])([CH3:20])[CH2:16][CH2:17][CH2:18][C:13]=1[CH3:12])(=[O:38])[CH2:35][CH2:36][CH3:37]. The catalyst class is: 239. (3) Reactant: [CH2:1]([O:8][C:9]([NH:11][CH2:12][CH2:13][CH2:14][C@H:15]([NH:31][C:32]([C:34]1[C:42]2[C:37](=[CH:38][CH:39]=[CH:40][CH:41]=2)[N:36]([CH3:43])[CH:35]=1)=[O:33])[C:16]([NH:18][C:19]1[CH:24]=[CH:23][CH:22]=[CH:21][C:20]=1[CH2:25][CH2:26][C:27]([O:29]C)=[O:28])=[O:17])=[O:10])[C:2]1[CH:7]=[CH:6][CH:5]=[CH:4][CH:3]=1.[OH-].[Na+].Cl. Product: [CH2:1]([O:8][C:9]([NH:11][CH2:12][CH2:13][CH2:14][C@H:15]([NH:31][C:32]([C:34]1[C:42]2[C:37](=[CH:38][CH:39]=[CH:40][CH:41]=2)[N:36]([CH3:43])[CH:35]=1)=[O:33])[C:16]([NH:18][C:19]1[CH:24]=[CH:23][CH:22]=[CH:21][C:20]=1[CH2:25][CH2:26][C:27]([OH:29])=[O:28])=[O:17])=[O:10])[C:2]1[CH:3]=[CH:4][CH:5]=[CH:6][CH:7]=1. The catalyst class is: 12.